This data is from Forward reaction prediction with 1.9M reactions from USPTO patents (1976-2016). The task is: Predict the product of the given reaction. (1) Given the reactants Cl[C:2]1[CH:7]=[CH:6][N:5]=[C:4]([S:8][CH3:9])[N:3]=1.[O:10]1[C:14]2[CH:15]=[CH:16][CH:17]=[CH:18][C:13]=2[CH:12]=[C:11]1B(O)O.C([O-])([O-])=O.[Na+].[Na+], predict the reaction product. The product is: [O:10]1[C:11]2=[CH:12][CH:13]=[CH:18][C:17]2=[CH:16][CH:15]=[C:14]1[C:2]1[CH:7]=[CH:6][N:5]=[C:4]([S:8][CH3:9])[N:3]=1. (2) The product is: [OH:29][C:25]1[CH:26]=[C:27]([CH3:28])[C:22]([C:11]2[CH:10]=[CH:9][CH:8]=[C:3]([C:4]([O:6][CH3:7])=[O:5])[C:2]=2[CH3:1])=[C:23]([CH3:30])[CH:24]=1. Given the reactants [CH3:1][C:2]1[C:11](B2OC(C)(C)C(C)(C)O2)=[CH:10][CH:9]=[CH:8][C:3]=1[C:4]([O:6][CH3:7])=[O:5].Br[C:22]1[C:27]([CH3:28])=[CH:26][C:25]([OH:29])=[CH:24][C:23]=1[CH3:30].C1(P(C2CCCCC2)C2C=CC=CC=2C2C(OC)=CC=CC=2OC)CCCCC1.P([O-])([O-])([O-])=O.[K+].[K+].[K+], predict the reaction product. (3) Given the reactants [Br:1][C:2]1[CH:7]=[CH:6][C:5]([C:8]2[NH:12][C:11](=[O:13])[C:10]3([CH2:18][CH2:17][N:16](C(OC(C)(C)C)=O)[CH2:15][CH2:14]3)[N:9]=2)=[CH:4][CH:3]=1.[ClH:26], predict the reaction product. The product is: [Br:1][C:2]1[CH:7]=[CH:6][C:5]([C:8]2[NH:12][C:11](=[O:13])[C:10]3([CH2:18][CH2:17][NH:16][CH2:15][CH2:14]3)[N:9]=2)=[CH:4][CH:3]=1.[ClH:26]. (4) Given the reactants [C:1]([C:5]1[CH:41]=[CH:40][C:8]([CH2:9][N:10]2[C:14](=[O:15])[N:13]([CH2:16][CH2:17][CH3:18])[C:12]([CH2:19][O:20]C(C3C=CC=CC=3)(C3C=CC=CC=3)C3C=CC=CC=3)=[N:11]2)=[CH:7][CH:6]=1)([CH3:4])([CH3:3])[CH3:2], predict the reaction product. The product is: [C:1]([C:5]1[CH:41]=[CH:40][C:8]([CH2:9][N:10]2[C:14](=[O:15])[N:13]([CH2:16][CH2:17][CH3:18])[C:12]([CH2:19][OH:20])=[N:11]2)=[CH:7][CH:6]=1)([CH3:2])([CH3:3])[CH3:4]. (5) Given the reactants C([Sn](CCCC)(CCCC)[C:6]1[C:10]2[N:11]=[CH:12][N:13]=[CH:14][C:9]=2[S:8][CH:7]=1)CCC.[NH2:23][C:24]1[N:25]=[CH:26][C:27]([C:34]2[CH:35]=[N:36][N:37]([CH:39]3[CH2:44][CH2:43][N:42]([C:45](=[O:47])[CH3:46])[CH2:41][CH2:40]3)[CH:38]=2)=[C:28]2[CH:32]=[C:31](Cl)[O:30][C:29]=12.[F-].[Cs+], predict the reaction product. The product is: [NH2:23][C:24]1[N:25]=[CH:26][C:27]([C:34]2[CH:35]=[N:36][N:37]([CH:39]3[CH2:40][CH2:41][N:42]([C:45](=[O:47])[CH3:46])[CH2:43][CH2:44]3)[CH:38]=2)=[C:28]2[CH:32]=[C:31]([C:6]3[C:10]4[N:11]=[CH:12][N:13]=[CH:14][C:9]=4[S:8][CH:7]=3)[O:30][C:29]=12. (6) Given the reactants [Br:1][C:2]1[CH:7]=[CH:6][CH:5]=[CH:4][C:3]=1[OH:8].[N:9]1[CH:14]=[CH:13][CH:12]=[C:11](B(O)O)[CH:10]=1.N1C=CC=CC=1.ClCCl, predict the reaction product. The product is: [Br:1][C:2]1[CH:7]=[CH:6][CH:5]=[CH:4][C:3]=1[O:8][C:11]1[CH:10]=[N:9][CH:14]=[CH:13][CH:12]=1.